From a dataset of Catalyst prediction with 721,799 reactions and 888 catalyst types from USPTO. Predict which catalyst facilitates the given reaction. (1) Reactant: [C:1]1([CH2:7][CH2:8][NH2:9])[CH:6]=[CH:5][CH:4]=[CH:3][CH:2]=1.F[C:11]1[CH:16]=[CH:15][CH:14]=[CH:13][C:12]=1[N+:17]([O-:19])=[O:18].C(=O)([O-])[O-].[K+].[K+].O. Product: [C:1]1([CH2:7][CH2:8][NH:9][C:11]2[CH:16]=[CH:15][CH:14]=[CH:13][C:12]=2[N+:17]([O-:19])=[O:18])[CH:6]=[CH:5][CH:4]=[CH:3][CH:2]=1. The catalyst class is: 16. (2) Reactant: [CH2:1]([O:4][C:5]([C:7]1[N:8]([NH2:13])[CH:9]=[C:10]([F:12])[CH:11]=1)=[O:6])[CH:2]=[CH2:3].[CH:14](=O)[CH2:15][CH:16]([CH3:18])[CH3:17].C([BH3-])#N.[Na+]. Product: [CH2:1]([O:4][C:5]([C:7]1[N:8]([NH:13][CH2:14][CH2:15][CH:16]([CH3:18])[CH3:17])[CH:9]=[C:10]([F:12])[CH:11]=1)=[O:6])[CH:2]=[CH2:3]. The catalyst class is: 5. (3) Reactant: [Cl:1][C:2]1[CH:3]=[N+:4]([O-])[CH:5]=[CH:6][C:7]=1[C:8]([F:11])([F:10])[F:9].C[Si]([C:17]#[N:18])(C)C. Product: [Cl:1][C:2]1[C:3]([C:17]#[N:18])=[N:4][CH:5]=[CH:6][C:7]=1[C:8]([F:11])([F:10])[F:9]. The catalyst class is: 23. (4) Reactant: Cl[C:2]1[N:12]=[CH:11][CH:10]=[C:9]([C:13]([F:16])([F:15])[F:14])[C:3]=1[C:4]([O:6][CH2:7][CH3:8])=[O:5].C(N(CC)CC)C.[CH3:24][O:25][C:26]1[CH:31]=[CH:30][C:29]([CH2:32][NH2:33])=[CH:28][CH:27]=1.O. Product: [CH3:24][O:25][C:26]1[CH:31]=[CH:30][C:29]([CH2:32][NH:33][C:2]2[N:12]=[CH:11][CH:10]=[C:9]([C:13]([F:16])([F:15])[F:14])[C:3]=2[C:4]([O:6][CH2:7][CH3:8])=[O:5])=[CH:28][CH:27]=1. The catalyst class is: 16. (5) Reactant: C[O:2][C:3](=[O:40])[C:4]1[CH:9]=[C:8]([Cl:10])[C:7]([N:11]2[CH2:16][CH2:15][N:14]([C:17]3[NH:21][C:20]4[CH:22]=[C:23]([C:35]([F:38])([F:37])[F:36])[CH:24]=[C:25]([C:26]5[CH:31]=[C:30]([F:32])[C:29]([F:33])=[C:28]([F:34])[CH:27]=5)[C:19]=4[N:18]=3)[C@H:13]([CH3:39])[CH2:12]2)=[N:6][CH:5]=1.[OH-].[Na+].Cl. Product: [Cl:10][C:8]1[C:7]([N:11]2[CH2:16][CH2:15][N:14]([C:17]3[NH:18][C:19]4[C:25]([C:26]5[CH:31]=[C:30]([F:32])[C:29]([F:33])=[C:28]([F:34])[CH:27]=5)=[CH:24][C:23]([C:35]([F:38])([F:36])[F:37])=[CH:22][C:20]=4[N:21]=3)[C@H:13]([CH3:39])[CH2:12]2)=[N:6][CH:5]=[C:4]([CH:9]=1)[C:3]([OH:40])=[O:2]. The catalyst class is: 1.